From a dataset of Full USPTO retrosynthesis dataset with 1.9M reactions from patents (1976-2016). Predict the reactants needed to synthesize the given product. Given the product [Cl:9][C:6]1[C:7]([CH3:8])=[C:2]([C:33]2[CH:34]=[N:35][CH:36]=[C:31]([F:30])[CH:32]=2)[C:3]([O:28][CH3:29])=[C:4]([CH:10]([NH:12][C:13]2[N:21]=[CH:20][N:19]=[C:18]3[C:14]=2[N:15]=[CH:16][NH:17]3)[CH3:11])[CH:5]=1, predict the reactants needed to synthesize it. The reactants are: Br[C:2]1[C:3]([O:28][CH3:29])=[C:4]([CH:10]([NH:12][C:13]2[N:21]=[CH:20][N:19]=[C:18]3[C:14]=2[N:15]=[CH:16][N:17]3C2CCCCO2)[CH3:11])[CH:5]=[C:6]([Cl:9])[C:7]=1[CH3:8].[F:30][C:31]1[CH:32]=[C:33](B(O)O)[CH:34]=[N:35][CH:36]=1.C(=O)([O-])[O-].[Na+].[Na+].Cl.O.